Task: Predict the reactants needed to synthesize the given product.. Dataset: Full USPTO retrosynthesis dataset with 1.9M reactions from patents (1976-2016) (1) Given the product [C:1]([O:4][CH2:5][C:6]1[CH:11]=[C:10]([N:12]([C:23]([O:25][C:26]([CH3:29])([CH3:28])[CH3:27])=[O:24])[C:13]2[CH:18]=[CH:17][C:16]([C:19]#[N:20])=[C:15]([O:21][CH3:22])[N:14]=2)[CH:9]=[CH:8][C:7]=1[B:36]1[O:40][C:39]([CH3:42])([CH3:41])[C:38]([CH3:44])([CH3:43])[O:37]1)(=[O:3])[CH3:2], predict the reactants needed to synthesize it. The reactants are: [C:1]([O:4][CH2:5][C:6]1[CH:11]=[C:10]([N:12]([C:23]([O:25][C:26]([CH3:29])([CH3:28])[CH3:27])=[O:24])[C:13]2[CH:18]=[CH:17][C:16]([C:19]#[N:20])=[C:15]([O:21][CH3:22])[N:14]=2)[CH:9]=[CH:8][C:7]=1Br)(=[O:3])[CH3:2].C([O-])(=O)C.[K+].[B:36]1([B:36]2[O:40][C:39]([CH3:42])([CH3:41])[C:38]([CH3:44])([CH3:43])[O:37]2)[O:40][C:39]([CH3:42])([CH3:41])[C:38]([CH3:44])([CH3:43])[O:37]1. (2) Given the product [CH:1]1([CH2:4][O:5][C:6]2[CH:11]=[C:10]([F:12])[CH:9]=[CH:8][C:7]=2[C:13]2[C:14]3[N:21]([CH2:22][O:23][CH2:24][CH2:25][Si:26]([CH3:28])([CH3:27])[CH3:29])[C:20]([CH3:30])=[C:19]([C:31]([NH:34][C@H:35]4[CH2:40][CH2:39][C@H:38]([NH:41][C:42](=[O:48])[O:43][C:44]([CH3:46])([CH3:45])[CH3:47])[CH2:37][CH2:36]4)=[O:33])[C:15]=3[N:16]=[CH:17][N:18]=2)[CH2:2][CH2:3]1, predict the reactants needed to synthesize it. The reactants are: [CH:1]1([CH2:4][O:5][C:6]2[CH:11]=[C:10]([F:12])[CH:9]=[CH:8][C:7]=2[C:13]2[C:14]3[N:21]([CH2:22][O:23][CH2:24][CH2:25][Si:26]([CH3:29])([CH3:28])[CH3:27])[C:20]([CH3:30])=[C:19]([C:31]([OH:33])=O)[C:15]=3[N:16]=[CH:17][N:18]=2)[CH2:3][CH2:2]1.[NH2:34][C@H:35]1[CH2:40][CH2:39][C@H:38]([NH:41][C:42](=[O:48])[O:43][C:44]([CH3:47])([CH3:46])[CH3:45])[CH2:37][CH2:36]1. (3) Given the product [CH3:1][O:2][C:3]1[CH:4]=[CH:5][C:6]([C:7]([NH:9][C:10]2[C:11]([NH:16][C:17]([CH:19]3[CH2:20][CH2:21][N:22]([CH2:35][C:33]4[O:34][C:30]([N+:27]([O-:29])=[O:28])=[CH:31][CH:32]=4)[CH2:23][CH2:24]3)=[O:18])=[CH:12][CH:13]=[CH:14][CH:15]=2)=[O:8])=[CH:25][CH:26]=1, predict the reactants needed to synthesize it. The reactants are: [CH3:1][O:2][C:3]1[CH:26]=[CH:25][C:6]([C:7]([NH:9][C:10]2[C:11]([NH:16][C:17]([CH:19]3[CH2:24][CH2:23][NH:22][CH2:21][CH2:20]3)=[O:18])=[CH:12][CH:13]=[CH:14][CH:15]=2)=[O:8])=[CH:5][CH:4]=1.[N+:27]([C:30]1[O:34][C:33]([CH:35]=O)=[CH:32][CH:31]=1)([O-:29])=[O:28]. (4) The reactants are: C([C@H]1C2C(=CC(C(=O)N[C@H](C3C=CC(S(CC)(=O)=O)=CC=3)CO)=CC=2)CN1C(OC(C)(C)C)=O)C.[C:36]([O:40][C:41]([N:43]1[CH2:51][C:50]2[C:45](=[CH:46][CH:47]=[C:48]([C:52](O)=[O:53])[CH:49]=2)[CH:44]1[CH:55]([CH3:57])[CH3:56])=[O:42])([CH3:39])([CH3:38])[CH3:37].[NH2:58][C@H:59]([C:62]1[CH:67]=[CH:66][C:65]([S:68]([CH2:71][CH3:72])(=[O:70])=[O:69])=[CH:64][N:63]=1)[CH2:60][OH:61]. Given the product [CH2:71]([S:68]([C:65]1[CH:66]=[CH:67][C:62]([C@@H:59]([NH:58][C:52]([C:48]2[CH:49]=[C:50]3[C:45](=[CH:46][CH:47]=2)[CH:44]([CH:55]([CH3:56])[CH3:57])[N:43]([C:41]([O:40][C:36]([CH3:37])([CH3:39])[CH3:38])=[O:42])[CH2:51]3)=[O:53])[CH2:60][OH:61])=[N:63][CH:64]=1)(=[O:69])=[O:70])[CH3:72], predict the reactants needed to synthesize it.